From a dataset of Full USPTO retrosynthesis dataset with 1.9M reactions from patents (1976-2016). Predict the reactants needed to synthesize the given product. (1) The reactants are: [OH-].[Na+].[O:3]=[C:4]1[NH:8][C:7]2[CH:9]=[C:10]([CH2:13][C:14]([O:16]CC)=[O:15])[CH:11]=[CH:12][C:6]=2[S:5]1. Given the product [O:3]=[C:4]1[NH:8][C:7]2[CH:9]=[C:10]([CH2:13][C:14]([OH:16])=[O:15])[CH:11]=[CH:12][C:6]=2[S:5]1, predict the reactants needed to synthesize it. (2) Given the product [Cl:29][C:23]1[CH:22]=[C:21]([C:19]2[CH:20]=[C:15]([CH:11]([N:5]([CH2:4][CH2:3][OH:2])[S:6]([CH2:9][CH3:10])(=[O:7])=[O:8])[CH:12]3[CH2:14][CH2:13]3)[CH:16]=[N:17][CH:18]=2)[CH:26]=[CH:25][C:24]=1[C:27]#[N:28], predict the reactants needed to synthesize it. The reactants are: C[O:2][C:3](=O)[CH2:4][N:5]([CH:11]([C:15]1[CH:16]=[N:17][CH:18]=[C:19]([C:21]2[CH:26]=[CH:25][C:24]([C:27]#[N:28])=[C:23]([Cl:29])[CH:22]=2)[CH:20]=1)[CH:12]1[CH2:14][CH2:13]1)[S:6]([CH2:9][CH3:10])(=[O:8])=[O:7].[H-].[Al+3].[Li+].[H-].[H-].[H-]. (3) The reactants are: [Cl-].[Al+3].[Cl-].[Cl-].C([O:9][C:10]1[CH:15]=[CH:14][CH:13]=[CH:12][C:11]=1[O:16][CH3:17])(=O)CC.[OH-:18].[Na+].[N+]([C:23]1[CH:28]=CC=C[CH:24]=1)([O-])=O. Given the product [OH:9][C:10]1[CH:15]=[CH:14][C:13]([C:24](=[O:18])[CH2:23][CH3:28])=[CH:12][C:11]=1[O:16][CH3:17], predict the reactants needed to synthesize it. (4) Given the product [CH:24]1([NH:30][C:16]2[N:15]=[C:14]([C:12]3[CH:11]=[N:10][N:9]([C:3]4[CH:4]=[CH:5][C:6]([F:8])=[CH:7][C:2]=4[F:1])[CH:13]=3)[CH:19]=[CH:18][N:17]=2)[CH2:29][CH2:28][CH2:27][CH2:26][CH2:25]1, predict the reactants needed to synthesize it. The reactants are: [F:1][C:2]1[CH:7]=[C:6]([F:8])[CH:5]=[CH:4][C:3]=1[N:9]1[CH:13]=[C:12]([C:14]2[CH:19]=[CH:18][N:17]=[C:16](S(C)(=O)=O)[N:15]=2)[CH:11]=[N:10]1.[CH:24]1([NH2:30])[CH2:29][CH2:28][CH2:27][CH2:26][CH2:25]1. (5) Given the product [C:1]([O:5][C:6]([N:8]1[C:16]2[C:11](=[CH:12][C:13]([CH2:17][N:41]3[CH2:42][CH2:43][N:38]([S:35]([CH3:34])(=[O:37])=[O:36])[CH2:39][CH2:40]3)=[CH:14][CH:15]=2)[CH:10]=[C:9]1[C:19]1[C:20](=[O:29])[NH:21][C:22]2[C:27]([CH:28]=1)=[CH:26][CH:25]=[CH:24][CH:23]=2)=[O:7])([CH3:3])([CH3:4])[CH3:2], predict the reactants needed to synthesize it. The reactants are: [C:1]([O:5][C:6]([N:8]1[C:16]2[C:11](=[CH:12][C:13]([CH:17]=O)=[CH:14][CH:15]=2)[CH:10]=[C:9]1[C:19]1[C:20](=[O:29])[NH:21][C:22]2[C:27]([CH:28]=1)=[CH:26][CH:25]=[CH:24][CH:23]=2)=[O:7])([CH3:4])([CH3:3])[CH3:2].C(O)(=O)C.[CH3:34][S:35]([N:38]1[CH2:43][CH2:42][NH:41][CH2:40][CH2:39]1)(=[O:37])=[O:36].C(O[BH-](OC(=O)C)OC(=O)C)(=O)C.[Na+].[O-]S([O-])(=O)=O.[Mg+2].[H-]. (6) Given the product [Cl:1][C:2]1[CH:25]=[CH:24][C:5]([CH2:6][NH:7][C:8]2[CH:13]=[C:12]([O:14][CH2:15][C:16]3[C:21]([F:22])=[CH:20][CH:19]=[CH:18][N:17]=3)[C:11]([I:32])=[CH:10][C:9]=2[CH3:23])=[C:4]([N+:26]([O-:28])=[O:27])[CH:3]=1, predict the reactants needed to synthesize it. The reactants are: [Cl:1][C:2]1[CH:25]=[CH:24][C:5]([CH2:6][NH:7][C:8]2[CH:13]=[C:12]([O:14][CH2:15][C:16]3[C:21]([F:22])=[CH:20][CH:19]=[CH:18][N:17]=3)[CH:11]=[CH:10][C:9]=2[CH3:23])=[C:4]([N+:26]([O-:28])=[O:27])[CH:3]=1.C(O)C.[I:32]I. (7) Given the product [C:1]([O:5][C:6]([NH:8][C@@H:9]1[C:23](=[O:24])[N:22]2[CH2:25][C@H:26]([O:28][C:29]3[N:30]=[C:31]4[C:36](=[C:37]5[C:42]=3[CH:41]=[CH:40][CH:39]=[CH:38]5)[CH:35]=[CH:34][CH:33]=[CH:32]4)[CH2:27][C@H:21]2[C:20](=[O:43])[NH:19][C@:18]2([C:45]([OH:47])=[O:46])[CH2:44][C@H:17]2[CH2:16][C:15]([F:50])([F:51])[CH2:14][CH2:13][CH2:12][CH2:11][CH2:10]1)=[O:7])([CH3:4])([CH3:2])[CH3:3], predict the reactants needed to synthesize it. The reactants are: [C:1]([O:5][C:6]([NH:8][C@@H:9]1[C:23](=[O:24])[N:22]2[CH2:25][C@H:26]([O:28][C:29]3[N:30]=[C:31]4[C:36](=[C:37]5[C:42]=3[CH:41]=[CH:40][CH:39]=[CH:38]5)[CH:35]=[CH:34][CH:33]=[CH:32]4)[CH2:27][C@H:21]2[C:20](=[O:43])[NH:19][C@:18]2([C:45]([O:47]CC)=[O:46])[CH2:44][C@H:17]2[CH2:16][C:15]([F:51])([F:50])[CH2:14][CH2:13][CH2:12][CH2:11][CH2:10]1)=[O:7])([CH3:4])([CH3:3])[CH3:2].O.C(O)C.O.[OH-].[Li+]. (8) Given the product [C:1]([C:5]1[N:10]=[CH:9][C:8]([C:11]2[N:12]([C:32]([N:34]3[CH2:39][CH2:38][CH:37]([CH2:40][C:41]([NH:51][CH2:50][CH2:49][CH2:48][F:47])=[O:42])[CH2:36][CH2:35]3)=[O:33])[C@@:13]([C:25]3[CH:26]=[CH:27][C:28]([Cl:31])=[CH:29][CH:30]=3)([CH3:24])[C@@:14]([C:17]3[CH:22]=[CH:21][C:20]([Cl:23])=[CH:19][CH:18]=3)([CH3:16])[N:15]=2)=[C:7]([O:44][CH2:45][CH3:46])[CH:6]=1)([CH3:3])([CH3:4])[CH3:2], predict the reactants needed to synthesize it. The reactants are: [C:1]([C:5]1[N:10]=[CH:9][C:8]([C:11]2[N:12]([C:32]([N:34]3[CH2:39][CH2:38][CH:37]([CH2:40][C:41](O)=[O:42])[CH2:36][CH2:35]3)=[O:33])[C@@:13]([C:25]3[CH:30]=[CH:29][C:28]([Cl:31])=[CH:27][CH:26]=3)([CH3:24])[C@@:14]([C:17]3[CH:22]=[CH:21][C:20]([Cl:23])=[CH:19][CH:18]=3)([CH3:16])[N:15]=2)=[C:7]([O:44][CH2:45][CH3:46])[CH:6]=1)([CH3:4])([CH3:3])[CH3:2].[F:47][CH2:48][CH2:49][CH2:50][NH2:51]. (9) Given the product [OH:12][C:10]1[C:9]([O:8][CH3:7])=[C:13]([OH:15])[N:23]([CH2:22][C:21]2[CH:36]=[CH:37][C:18]([O:17][CH3:16])=[CH:19][CH:20]=2)[C:24](=[O:35])[C:25]=1[C:26](=[O:34])[CH:27]([CH3:33])[CH2:28][CH2:29][CH2:30][CH2:31][CH3:32], predict the reactants needed to synthesize it. The reactants are: C(Cl)(=O)C(Cl)=O.[CH3:7][O:8][CH:9]([C:13]([OH:15])=O)[C:10]([OH:12])=O.[CH3:16][O:17][C:18]1[CH:37]=[CH:36][C:21]([CH2:22][NH:23][C:24](=[O:35])[CH2:25][C:26](=[O:34])[CH:27]([CH3:33])[CH2:28][CH2:29][CH2:30][CH2:31][CH3:32])=[CH:20][CH:19]=1. (10) Given the product [Br:1][C:13]1[CH:14]=[C:6]([N+:3]([O-:5])=[O:4])[CH:7]=[C:8]2[C:12]=1[NH:11][CH2:10][CH2:9]2, predict the reactants needed to synthesize it. The reactants are: [Br:1]Br.[N+:3]([C:6]1[CH:7]=[C:8]2[C:12](=[CH:13][CH:14]=1)[NH:11][CH2:10][CH2:9]2)([O-:5])=[O:4].